Task: Regression. Given two drug SMILES strings and cell line genomic features, predict the synergy score measuring deviation from expected non-interaction effect.. Dataset: NCI-60 drug combinations with 297,098 pairs across 59 cell lines (1) Drug 1: C1CC(C1)(C(=O)O)C(=O)O.[NH2-].[NH2-].[Pt+2]. Drug 2: C1CC(=O)NC(=O)C1N2C(=O)C3=CC=CC=C3C2=O. Cell line: HCC-2998. Synergy scores: CSS=8.53, Synergy_ZIP=-0.323, Synergy_Bliss=4.14, Synergy_Loewe=-5.32, Synergy_HSA=0.401. (2) Synergy scores: CSS=75.2, Synergy_ZIP=8.72, Synergy_Bliss=6.58, Synergy_Loewe=10.2, Synergy_HSA=10.9. Drug 2: C1=CC(=C(C=C1I)F)NC2=C(C=CC(=C2F)F)C(=O)NOCC(CO)O. Cell line: NCI-H460. Drug 1: C1=CN(C(=O)N=C1N)C2C(C(C(O2)CO)O)(F)F. (3) Drug 1: C1=NC2=C(N1)C(=S)N=C(N2)N. Synergy scores: CSS=17.8, Synergy_ZIP=-5.18, Synergy_Bliss=-6.89, Synergy_Loewe=-23.1, Synergy_HSA=-5.53. Cell line: HOP-92. Drug 2: CC=C1C(=O)NC(C(=O)OC2CC(=O)NC(C(=O)NC(CSSCCC=C2)C(=O)N1)C(C)C)C(C)C. (4) Drug 1: C1C(C(OC1N2C=NC3=C(N=C(N=C32)Cl)N)CO)O. Drug 2: CS(=O)(=O)CCNCC1=CC=C(O1)C2=CC3=C(C=C2)N=CN=C3NC4=CC(=C(C=C4)OCC5=CC(=CC=C5)F)Cl. Cell line: PC-3. Synergy scores: CSS=5.76, Synergy_ZIP=-5.45, Synergy_Bliss=-4.89, Synergy_Loewe=-17.4, Synergy_HSA=-6.84. (5) Drug 1: C1=CC(=CC=C1CCC2=CNC3=C2C(=O)NC(=N3)N)C(=O)NC(CCC(=O)O)C(=O)O. Drug 2: C(=O)(N)NO. Cell line: SF-295. Synergy scores: CSS=35.5, Synergy_ZIP=0.348, Synergy_Bliss=1.83, Synergy_Loewe=-1.18, Synergy_HSA=3.34. (6) Synergy scores: CSS=46.0, Synergy_ZIP=2.33, Synergy_Bliss=-1.35, Synergy_Loewe=-6.56, Synergy_HSA=-2.62. Cell line: 786-0. Drug 2: CC(C)NC(=O)C1=CC=C(C=C1)CNNC.Cl. Drug 1: CN(CC1=CN=C2C(=N1)C(=NC(=N2)N)N)C3=CC=C(C=C3)C(=O)NC(CCC(=O)O)C(=O)O. (7) Drug 1: C1=CC(=CC=C1CCCC(=O)O)N(CCCl)CCCl. Drug 2: C1=NC2=C(N1)C(=S)N=C(N2)N. Cell line: SN12C. Synergy scores: CSS=33.0, Synergy_ZIP=-13.8, Synergy_Bliss=-4.04, Synergy_Loewe=-3.09, Synergy_HSA=-0.162. (8) Drug 1: COC1=NC(=NC2=C1N=CN2C3C(C(C(O3)CO)O)O)N. Drug 2: CC1=C(N=C(N=C1N)C(CC(=O)N)NCC(C(=O)N)N)C(=O)NC(C(C2=CN=CN2)OC3C(C(C(C(O3)CO)O)O)OC4C(C(C(C(O4)CO)O)OC(=O)N)O)C(=O)NC(C)C(C(C)C(=O)NC(C(C)O)C(=O)NCCC5=NC(=CS5)C6=NC(=CS6)C(=O)NCCC[S+](C)C)O. Cell line: SK-MEL-5. Synergy scores: CSS=18.2, Synergy_ZIP=2.13, Synergy_Bliss=14.7, Synergy_Loewe=-5.60, Synergy_HSA=9.48.